From a dataset of Peptide-MHC class I binding affinity with 185,985 pairs from IEDB/IMGT. Regression. Given a peptide amino acid sequence and an MHC pseudo amino acid sequence, predict their binding affinity value. This is MHC class I binding data. (1) The peptide sequence is VLRTELTYL. The MHC is Mamu-B01 with pseudo-sequence Mamu-B01. The binding affinity (normalized) is 0.0171. (2) The peptide sequence is QEEVQQELY. The MHC is HLA-A24:02 with pseudo-sequence HLA-A24:02. The binding affinity (normalized) is 0. (3) The peptide sequence is RASTTENAA. The MHC is HLA-A02:02 with pseudo-sequence HLA-A02:02. The binding affinity (normalized) is 0.0581. (4) The MHC is HLA-A01:01 with pseudo-sequence HLA-A01:01. The binding affinity (normalized) is 0. The peptide sequence is LKFSLPFPFLYKFLL. (5) The peptide sequence is INDDKYEYL. The MHC is H-2-Kb with pseudo-sequence H-2-Kb. The binding affinity (normalized) is 0.501. (6) The peptide sequence is GYGATSSSL. The MHC is HLA-A68:02 with pseudo-sequence HLA-A68:02. The binding affinity (normalized) is 0. (7) The peptide sequence is VYYIVVRDF. The MHC is HLA-A30:01 with pseudo-sequence HLA-A30:01. The binding affinity (normalized) is 0.552.